From a dataset of Reaction yield outcomes from USPTO patents with 853,638 reactions. Predict the reaction yield, written as a fraction of the theoretical maximum amount of product (1.0 means a 100% yield; for example, 0.34 means a 34% yield). (1) The reactants are C([O:8][C:9]1[C:10]([C:26]2[N:31]=[N:30][C:29]([N:32]([CH3:43])[CH:33]3[CH2:38][C:37]([CH3:40])([CH3:39])[NH:36][C:35]([CH3:42])([CH3:41])[CH2:34]3)=[CH:28][CH:27]=2)=[CH:11][C:12]2[C:17]([CH:18]=1)=[CH:16][C:15]([CH2:19][N:20]1[CH2:25][CH2:24][CH2:23][CH2:22][CH2:21]1)=[CH:14][CH:13]=2)C1C=CC=CC=1. The product is [CH3:43][N:32]([CH:33]1[CH2:34][C:35]([CH3:42])([CH3:41])[NH:36][C:37]([CH3:40])([CH3:39])[CH2:38]1)[C:29]1[N:30]=[N:31][C:26]([C:10]2[C:9]([OH:8])=[CH:18][C:17]3[C:12]([CH:11]=2)=[CH:13][CH:14]=[C:15]([CH2:19][N:20]2[CH2:21][CH2:22][CH2:23][CH2:24][CH2:25]2)[CH:16]=3)=[CH:27][CH:28]=1. The yield is 0.523. The catalyst is CO.CCOC(C)=O.[Pd]. (2) The catalyst is C(O)C. The product is [NH2:1][C:2]1[N:7]=[CH:6][N:5]=[C:4]2[N:8]([CH2:25][C@@H:26]3[CH2:30][CH2:29][CH2:28][N:27]3[C:31]([C:32](=[CH:42][C:43]([CH3:46])([N:47]3[CH2:52][CH2:51][O:50][CH2:49][CH2:48]3)[CH3:44])[C:33]#[N:34])=[O:35])[N:9]=[C:10]([C:11]3[CH:16]=[CH:15][C:14]([O:17][C:18]4[CH:19]=[CH:20][CH:21]=[CH:22][CH:23]=4)=[CH:13][C:12]=3[F:24])[C:3]=12. The yield is 0.210. The reactants are [NH2:1][C:2]1[N:7]=[CH:6][N:5]=[C:4]2[N:8]([CH2:25][C@@H:26]3[CH2:30][CH2:29][CH2:28][N:27]3[C:31](=[O:35])[CH2:32][C:33]#[N:34])[N:9]=[C:10]([C:11]3[CH:16]=[CH:15][C:14]([O:17][C:18]4[CH:23]=[CH:22][CH:21]=[CH:20][CH:19]=4)=[CH:13][C:12]=3[F:24])[C:3]=12.N1CCCCC1.[CH3:42][C:43]([N:47]1[CH2:52][CH2:51][O:50][CH2:49][CH2:48]1)([CH3:46])[CH:44]=O. (3) The reactants are Cl[C:2]1[CH:11]=[CH:10][C:5]([C:6]([O:8][CH3:9])=[O:7])=[C:4]([O:12][CH3:13])[CH:3]=1.[C:14]1(B(O)O)[CH:19]=[CH:18][CH:17]=[CH:16][CH:15]=1.C(=O)([O-])[O-].[Cs+].[Cs+]. The catalyst is CN(C)C=O.C(OCC)(=O)C.Cl[Pd](Cl)([P](C1C=CC=CC=1)(C1C=CC=CC=1)C1C=CC=CC=1)[P](C1C=CC=CC=1)(C1C=CC=CC=1)C1C=CC=CC=1. The product is [CH3:13][O:12][C:4]1[CH:3]=[C:2]([C:14]2[CH:19]=[CH:18][CH:17]=[CH:16][CH:15]=2)[CH:11]=[CH:10][C:5]=1[C:6]([O:8][CH3:9])=[O:7]. The yield is 0.412. (4) The reactants are [OH:1][C:2]([C:14]1[CH:19]=[CH:18][CH:17]=[C:16]([OH:20])[CH:15]=1)([C:8]1[CH:13]=[CH:12][CH:11]=[CH:10][CH:9]=1)[C:3]([O:5][CH2:6][CH3:7])=[O:4].C(=O)([O-])[O-].[K+].[K+].Cl[CH2:28][CH2:29][CH2:30][CH2:31][CH:32]1[O:36][CH2:35][CH2:34][O:33]1.S([O-])(O)(=O)=O.[K+]. The catalyst is CN(C=O)C. The product is [O:33]1[CH2:34][CH2:35][O:36][CH:32]1[CH2:31][CH2:30][CH2:29][CH2:28][O:20][C:16]1[CH:15]=[C:14]([C:2]([OH:1])([C:8]2[CH:13]=[CH:12][CH:11]=[CH:10][CH:9]=2)[C:3]([O:5][CH2:6][CH3:7])=[O:4])[CH:19]=[CH:18][CH:17]=1. The yield is 0.610.